The task is: Predict the reactants needed to synthesize the given product.. This data is from Full USPTO retrosynthesis dataset with 1.9M reactions from patents (1976-2016). (1) The reactants are: [CH3:1][C:2]1([C:7]2[N:8]=[C:9]([CH2:12][N:13]3[CH:17]=[C:16]([NH2:18])[CH:15]=[N:14]3)[S:10][CH:11]=2)[O:6]CCO1.[C:19]1([C:25]2[O:29][CH:28]=[N:27][C:26]=2[C:30](O)=[O:31])[CH:24]=[CH:23][CH:22]=[CH:21][CH:20]=1. Given the product [C:2]([C:7]1[N:8]=[C:9]([CH2:12][N:13]2[CH:17]=[C:16]([NH:18][C:30]([C:26]3[N:27]=[CH:28][O:29][C:25]=3[C:19]3[CH:20]=[CH:21][CH:22]=[CH:23][CH:24]=3)=[O:31])[CH:15]=[N:14]2)[S:10][CH:11]=1)(=[O:6])[CH3:1], predict the reactants needed to synthesize it. (2) Given the product [Si:20]([O:1][CH2:2][C:3]1[N:8]=[C:7]([C:9]([O:11][CH2:12][CH3:13])=[O:10])[CH:6]=[C:5]([Br:14])[CH:4]=1)([C:33]([CH3:36])([CH3:35])[CH3:34])([C:27]1[CH:28]=[CH:29][CH:30]=[CH:31][CH:32]=1)[C:21]1[CH:26]=[CH:25][CH:24]=[CH:23][CH:22]=1, predict the reactants needed to synthesize it. The reactants are: [OH:1][CH2:2][C:3]1[N:8]=[C:7]([C:9]([O:11][CH2:12][CH3:13])=[O:10])[CH:6]=[C:5]([Br:14])[CH:4]=1.N1C=CN=C1.[Si:20](Cl)([C:33]([CH3:36])([CH3:35])[CH3:34])([C:27]1[CH:32]=[CH:31][CH:30]=[CH:29][CH:28]=1)[C:21]1[CH:26]=[CH:25][CH:24]=[CH:23][CH:22]=1. (3) Given the product [CH:23]([NH:22][C:20]1[O:21][C:17]([C:14]2[CH:15]=[C:16]3[C:11](=[CH:12][CH:13]=2)[NH:10][CH:9]=[C:8]3[C:4]2[N:3]=[C:2]([O:37][CH3:36])[CH:7]=[CH:6][N:5]=2)=[N:18][N:19]=1)([CH3:24])[CH3:25], predict the reactants needed to synthesize it. The reactants are: Cl[C:2]1[CH:7]=[CH:6][N:5]=[C:4]([C:8]2[C:16]3[C:11](=[CH:12][CH:13]=[C:14]([C:17]4[O:21][C:20]([NH:22][CH:23]([CH3:25])[CH3:24])=[N:19][N:18]=4)[CH:15]=3)[N:10](S(C3C=CC(C)=CC=3)(=O)=O)[CH:9]=2)[N:3]=1.[CH3:36][O-:37].[Na+].